Dataset: Forward reaction prediction with 1.9M reactions from USPTO patents (1976-2016). Task: Predict the product of the given reaction. (1) Given the reactants [F:1][C:2]([F:12])([F:11])[C:3]1[C:8]([CH:9]=O)=[CH:7][N:6]=[CH:5][CH:4]=1.[CH3:13][C:14]([S@:17]([NH2:19])=[O:18])([CH3:16])[CH3:15], predict the reaction product. The product is: [CH3:13][C:14]([S@:17]([N:19]=[CH:9][C:8]1[CH:7]=[N:6][CH:5]=[CH:4][C:3]=1[C:2]([F:12])([F:11])[F:1])=[O:18])([CH3:16])[CH3:15]. (2) Given the reactants [C:1]([N:8]1[CH:12]=[CH:11]N=C1)([N:3]1[CH:7]=[CH:6]N=C1)=[O:2].[C:13]([C:15]([CH3:24])([CH3:23])[C:16]1[CH:17]=[C:18](N)C=C[CH:21]=1)#[N:14].NC1C=[CH:42][C:29]([O:30][C:31]2[CH:36]=[CH:35][N:34]=[C:33]([NH:37][CH2:38][CH2:39][CH2:40][OH:41])[N:32]=2)=[CH:28][CH:27]=1, predict the reaction product. The product is: [C:13]([C:15]([CH3:23])([CH3:24])[C:16]1[CH:21]=[C:12]([NH:8][C:1]([NH:3][C:7]2[CH:6]=[CH:42][C:29]([O:30][C:31]3[CH:36]=[CH:35][N:34]=[C:33]([NH:37][CH2:38][CH2:39][CH2:40][OH:41])[N:32]=3)=[CH:28][CH:27]=2)=[O:2])[CH:11]=[CH:18][CH:17]=1)#[N:14]. (3) Given the reactants C(N(CC)CC)C.[F:8][C:9]1[CH:10]=[C:11]2[C:15](=[CH:16][CH:17]=1)[N:14](C(OC(C)(C)C)=O)[CH:13]=[C:12]2[CH:25]=[O:26].[CH:27](=[N:34][C:35]1[CH:40]=[CH:39][CH:38]=[C:37]([O:41][CH3:42])[CH:36]=1)[C:28]1[CH:33]=[CH:32][CH:31]=[CH:30][CH:29]=1, predict the reaction product. The product is: [F:8][C:9]1[CH:10]=[C:11]2[C:15](=[CH:16][CH:17]=1)[NH:14][CH:13]=[C:12]2[C:25](=[O:26])[CH:27]([NH:34][C:35]1[CH:40]=[CH:39][CH:38]=[C:37]([O:41][CH3:42])[CH:36]=1)[C:28]1[CH:29]=[CH:30][CH:31]=[CH:32][CH:33]=1. (4) Given the reactants [CH3:1][O:2][C:3]1[CH:36]=[CH:35][C:6]([CH2:7][N:8]2[C:12]3=[N:13][CH:14]=[CH:15][C:16]([O:17][C:18]4[CH:23]=[CH:22][C:21]([NH2:24])=[CH:20][C:19]=4[F:25])=[C:11]3[C:10]([N:26]3[CH2:31][CH2:30][CH:29]([N:32]([CH3:34])[CH3:33])[CH2:28][CH2:27]3)=[N:9]2)=[CH:5][CH:4]=1.[F:37][C:38]1[CH:43]=[CH:42][C:41]([N:44]2[C:49](=[O:50])[C:48]([C:51](O)=[O:52])=[CH:47][CH:46]=[N:45]2)=[CH:40][CH:39]=1.Cl.C(N=C=NCCCN(C)C)C.N1(O)C2C=CC=CC=2N=N1.C(N(C(C)C)C(C)C)C, predict the reaction product. The product is: [CH3:34][N:32]([CH3:33])[CH:29]1[CH2:30][CH2:31][N:26]([C:10]2[C:11]3[C:12](=[N:13][CH:14]=[CH:15][C:16]=3[O:17][C:18]3[CH:23]=[CH:22][C:21]([NH:24][C:51]([C:48]4[C:49](=[O:50])[N:44]([C:41]5[CH:42]=[CH:43][C:38]([F:37])=[CH:39][CH:40]=5)[N:45]=[CH:46][CH:47]=4)=[O:52])=[CH:20][C:19]=3[F:25])[N:8]([CH2:7][C:6]3[CH:5]=[CH:4][C:3]([O:2][CH3:1])=[CH:36][CH:35]=3)[N:9]=2)[CH2:27][CH2:28]1. (5) Given the reactants [CH3:1][O:2][C:3]1[CH:4]=[C:5]2[C:10](=[CH:11][CH:12]=1)[C:9]([O:13][C:14]1[CH:19]=[CH:18][C:17]([O:20][CH2:21][CH2:22][N:23]3[CH2:28][CH2:27][CH2:26][CH2:25][CH2:24]3)=[CH:16][CH:15]=1)=[C:8](OS(C(F)(F)F)(=O)=O)[CH:7]=[CH:6]2.CC1(C)C(C)(C)OB([C:45]2[CH:46]=[C:47]3[C:51](=[CH:52][CH:53]=2)[C:50](=[O:54])[O:49][CH2:48]3)O1.[F-].[Cs+], predict the reaction product. The product is: [CH3:1][O:2][C:3]1[CH:4]=[C:5]2[C:10](=[CH:11][CH:12]=1)[C:9]([O:13][C:14]1[CH:19]=[CH:18][C:17]([O:20][CH2:21][CH2:22][N:23]3[CH2:28][CH2:27][CH2:26][CH2:25][CH2:24]3)=[CH:16][CH:15]=1)=[C:8]([C:45]1[CH:46]=[C:47]3[C:51](=[CH:52][CH:53]=1)[C:50](=[O:54])[O:49][CH2:48]3)[CH:7]=[CH:6]2. (6) Given the reactants Cl.[N:2]1[CH:7]=[CH:6][C:5]([C:8]2[CH:17]=[CH:16][C:11]([C:12]([O:14][CH3:15])=[O:13])=[CH:10][CH:9]=2)=[CH:4][CH:3]=1.[H][H], predict the reaction product. The product is: [NH:2]1[CH2:7][CH2:6][CH:5]([C:8]2[CH:17]=[CH:16][C:11]([C:12]([O:14][CH3:15])=[O:13])=[CH:10][CH:9]=2)[CH2:4][CH2:3]1. (7) Given the reactants [C:1]1([S:7][C:8]2[CH:13]=[CH:12][C:11]([CH2:14][CH2:15][CH2:16][C:17]([OH:19])=O)=[CH:10][CH:9]=2)[CH:6]=[CH:5][CH:4]=[CH:3][CH:2]=1.C(Cl)(=O)C(Cl)=O.[Cl-].[Cl-].[Cl-].[Al+3], predict the reaction product. The product is: [C:1]1([S:7][C:8]2[CH:9]=[C:10]3[C:11]([CH2:14][CH2:15][CH2:16][C:17]3=[O:19])=[CH:12][CH:13]=2)[CH:2]=[CH:3][CH:4]=[CH:5][CH:6]=1. (8) Given the reactants [NH2:1][C:2]1[S:3][C:4]([C:24]2[CH:29]=[CH:28][N:27]=[C:26](Cl)[N:25]=2)=[C:5]([C:7]2[CH:8]=[C:9]([NH:13][C:14](=[O:23])[C:15]3[C:20]([F:21])=[CH:19][CH:18]=[CH:17][C:16]=3[F:22])[CH:10]=[CH:11][CH:12]=2)[N:6]=1.[CH3:31][N:32]([CH3:43])[CH2:33][CH2:34][O:35][C:36]1[CH:37]=[C:38]([NH2:42])[CH:39]=[CH:40][CH:41]=1, predict the reaction product. The product is: [NH2:1][C:2]1[S:3][C:4]([C:24]2[CH:29]=[CH:28][N:27]=[C:26]([NH:42][C:38]3[CH:39]=[CH:40][CH:41]=[C:36]([O:35][CH2:34][CH2:33][N:32]([CH3:43])[CH3:31])[CH:37]=3)[N:25]=2)=[C:5]([C:7]2[CH:8]=[C:9]([NH:13][C:14](=[O:23])[C:15]3[C:20]([F:21])=[CH:19][CH:18]=[CH:17][C:16]=3[F:22])[CH:10]=[CH:11][CH:12]=2)[N:6]=1. (9) Given the reactants [NH2:1][C:2]1[CH:10]=[CH:9][C:5]([C:6](O)=[O:7])=[CH:4][C:3]=1[NH:11][C:12](=[O:21])[C:13]1[CH:18]=[CH:17][C:16]([O:19][CH3:20])=[CH:15][CH:14]=1.[NH4+].[Cl-].C(Cl)CCl.CC[N:30](CC)CC, predict the reaction product. The product is: [NH2:1][C:2]1[CH:10]=[CH:9][C:5]([C:6](=[O:7])[NH2:30])=[CH:4][C:3]=1[NH:11][C:12](=[O:21])[C:13]1[CH:18]=[CH:17][C:16]([O:19][CH3:20])=[CH:15][CH:14]=1. (10) Given the reactants [CH3:1][N-:2]C.[NH2:4][C:5]1[CH:13]=[C:12]([F:14])[CH:11]=[CH:10][C:6]=1[C:7](O)=[O:8].C(N)=O, predict the reaction product. The product is: [F:14][C:12]1[CH:13]=[C:5]2[C:6]([C:7](=[O:8])[NH:2][CH:1]=[N:4]2)=[CH:10][CH:11]=1.